Dataset: Forward reaction prediction with 1.9M reactions from USPTO patents (1976-2016). Task: Predict the product of the given reaction. (1) Given the reactants [C:1]([O:5][C:6](=[O:34])[NH:7][C:8]([C:10]1[S:11][C:12]([S:32][CH3:33])=[C:13]([S:15]([C:18]2[CH:19]=[C:20]([C:24]3[C:29]([CH3:30])=[CH:28][CH:27]=[CH:26][C:25]=3[NH2:31])[CH:21]=[CH:22][CH:23]=2)(=[O:17])=[O:16])[CH:14]=1)=[NH:9])([CH3:4])([CH3:3])[CH3:2].N1C=CC=CC=1.Cl[C:42](OC1C=CC([N+]([O-])=O)=CC=1)=[O:43].[C:54]([N:73]1[N:77]=[N:76][C:75]([CH2:78][CH2:79][CH2:80][CH2:81][NH2:82])=[N:74]1)([C:67]1[CH:72]=[CH:71][CH:70]=[CH:69][CH:68]=1)([C:61]1[CH:66]=[CH:65][CH:64]=[CH:63][CH:62]=1)[C:55]1[CH:60]=[CH:59][CH:58]=[CH:57][CH:56]=1, predict the reaction product. The product is: [C:1]([O:5][C:6](=[O:34])[NH:7][C:8](=[NH:9])[C:10]1[S:11][C:12]([S:32][CH3:33])=[C:13]([S:15]([C:18]2[CH:19]=[C:20]([C:24]3[C:29]([CH3:30])=[CH:28][CH:27]=[CH:26][C:25]=3[NH:31][C:42]([NH:82][CH2:81][CH2:80][CH2:79][CH2:78][C:75]3[N:76]=[N:77][N:73]([C:54]([C:55]4[CH:60]=[CH:59][CH:58]=[CH:57][CH:56]=4)([C:61]4[CH:66]=[CH:65][CH:64]=[CH:63][CH:62]=4)[C:67]4[CH:68]=[CH:69][CH:70]=[CH:71][CH:72]=4)[N:74]=3)=[O:43])[CH:21]=[CH:22][CH:23]=2)(=[O:17])=[O:16])[CH:14]=1)([CH3:4])([CH3:3])[CH3:2]. (2) Given the reactants [H-].[Al+3].[Li+].[H-].[H-].[H-].[CH2:7]=[N:8][N:9]1[CH2:17][C@H:16]2[C@H:11]([CH2:12][CH2:13][CH2:14][CH2:15]2)[CH2:10]1.[OH-].[Na+].S([O-])([O-])(=O)=O.[Na+].[Na+], predict the reaction product. The product is: [CH3:7][NH:8][N:9]1[CH2:17][C@H:16]2[C@H:11]([CH2:12][CH2:13][CH2:14][CH2:15]2)[CH2:10]1.